Task: Predict which catalyst facilitates the given reaction.. Dataset: Catalyst prediction with 721,799 reactions and 888 catalyst types from USPTO (1) Reactant: [CH:1]1([CH:7](O)[CH2:8][CH:9]2[C:17]3[C:12](=[CH:13][CH:14]=[CH:15][CH:16]=3)[C:11]3=[CH:18][N:19]=[CH:20][N:10]23)[CH2:6][CH2:5][CH2:4][CH2:3][CH2:2]1.CCN(S(F)(F)[F:28])CC.CC#N. Product: [CH:1]1([CH:7]([F:28])[CH2:8][CH:9]2[C:17]3[C:12](=[CH:13][CH:14]=[CH:15][CH:16]=3)[C:11]3=[CH:18][N:19]=[CH:20][N:10]23)[CH2:6][CH2:5][CH2:4][CH2:3][CH2:2]1. The catalyst class is: 34. (2) Reactant: [H-].[Na+].[CH3:3][S:4]([NH2:7])(=[O:6])=[O:5].[CH2:8]([C@@H:15]1[CH2:19][O:18][C:17](=[O:20])[N:16]1[C:21]1[CH:22]=[C:23]([CH:27]2[C:36]([CH3:38])([CH3:37])[CH2:35][C:34]3[C:29](=[CH:30][CH:31]=[C:32]([C:39](O)=[O:40])[CH:33]=3)[NH:28]2)[CH:24]=[CH:25][CH:26]=1)[C:9]1[CH:14]=[CH:13][CH:12]=[CH:11][CH:10]=1.C(N1C=CN=C1)(N1C=CN=C1)=O. Product: [CH2:8]([C@@H:15]1[CH2:19][O:18][C:17](=[O:20])[N:16]1[C:21]1[CH:22]=[C:23]([CH:27]2[C:36]([CH3:38])([CH3:37])[CH2:35][C:34]3[C:29](=[CH:30][CH:31]=[C:32]([C:39]([NH:7][S:4]([CH3:3])(=[O:6])=[O:5])=[O:40])[CH:33]=3)[NH:28]2)[CH:24]=[CH:25][CH:26]=1)[C:9]1[CH:14]=[CH:13][CH:12]=[CH:11][CH:10]=1. The catalyst class is: 9. (3) Reactant: [CH3:1][Si]([N-][Si](C)(C)C)(C)C.[Na+].CC[CH2:13][CH2:14][CH2:15][CH3:16].C([C@H]1C[O:22][C:21]([CH3:25])([CH3:24])[N:20]1[C:26]([O-:28])=[O:27])=O.O1[CH2:33][CH2:32][CH2:31]C1. Product: [CH:15]([C@H:14]1[CH2:13][O:22][C:21]([CH3:24])([CH3:25])[N:20]1[C:26]([O:28][C:32]([CH3:31])([CH3:33])[CH3:1])=[O:27])=[CH2:16]. The catalyst class is: 629. (4) Reactant: [Br:1][C:2]1[CH:10]=[CH:9][C:5]([C:6]([OH:8])=[O:7])=[C:4]([CH3:11])[CH:3]=1.S(Cl)(Cl)=O. Product: [CH2:11]([O:7][C:6](=[O:8])[C:5]1[CH:9]=[CH:10][C:2]([Br:1])=[CH:3][C:4]=1[CH3:11])[C:4]1[CH:5]=[CH:9][CH:10]=[CH:2][CH:3]=1. The catalyst class is: 9. (5) Reactant: [Br:1][C:2]1[CH:7]=[C:6]([N+:8]([O-])=O)[CH:5]=[C:4]([CH2:11]C)[N+:3]=1[O-]. Product: [Br:1][C:2]1[CH:7]=[C:6]([NH2:8])[CH:5]=[C:4]([CH3:11])[N:3]=1. The catalyst class is: 180.